This data is from Blood-brain barrier permeability classification from the B3DB database. The task is: Regression/Classification. Given a drug SMILES string, predict its absorption, distribution, metabolism, or excretion properties. Task type varies by dataset: regression for continuous measurements (e.g., permeability, clearance, half-life) or binary classification for categorical outcomes (e.g., BBB penetration, CYP inhibition). Dataset: b3db_classification. (1) The result is 0 (does not penetrate BBB). The compound is O=C(O)CCCc1ccccc1. (2) The compound is CCOc1ccccc1OC[C@H]1COCCN1. The result is 1 (penetrates BBB). (3) The molecule is CCC(CO)Nc1nc(NCc2ccccc2)c2ncn(C(C)C)c2n1. The result is 1 (penetrates BBB). (4) The result is 1 (penetrates BBB). The drug is CC(C)[C@@H](CCCCCC(=O)O)NCc1ccc(F)cc1. (5) The result is 1 (penetrates BBB). The molecule is O=C1C[C@H]2SC(C3(O)CN4C(=O)C[C@H]4S3)CN12. (6) The drug is C/C=C(\CC)C(=O)NC(N)=O. The result is 1 (penetrates BBB). (7) The result is 0 (does not penetrate BBB). The molecule is Cc1ncc(CO)c(CO)c1O.